Task: Regression/Classification. Given a drug SMILES string, predict its absorption, distribution, metabolism, or excretion properties. Task type varies by dataset: regression for continuous measurements (e.g., permeability, clearance, half-life) or binary classification for categorical outcomes (e.g., BBB penetration, CYP inhibition). For this dataset (solubility_aqsoldb), we predict Y.. Dataset: Aqueous solubility values for 9,982 compounds from the AqSolDB database The molecule is CCCCCCCCCCCCCCOC(=O)CCCCCCCCCCCCC. The Y is -7.33 log mol/L.